Task: Predict the product of the given reaction.. Dataset: Forward reaction prediction with 1.9M reactions from USPTO patents (1976-2016) (1) Given the reactants Cl.[CH:2]1([CH2:5][O:6][C:7]2[CH:12]=[CH:11][C:10]([CH:13]([F:15])[F:14])=[CH:9][C:8]=2[C:16]2[C:17]3[NH:24][C:23]([CH3:25])=[C:22]([C:26]([NH:28][C@H:29]4[CH2:33][C@H:32]([CH3:34])[NH:31][CH2:30]4)=[O:27])[C:18]=3[N:19]=[CH:20][N:21]=2)[CH2:4][CH2:3]1.[CH3:35][O:36][CH2:37][C:38](Cl)=[O:39], predict the reaction product. The product is: [CH:2]1([CH2:5][O:6][C:7]2[CH:12]=[CH:11][C:10]([CH:13]([F:14])[F:15])=[CH:9][C:8]=2[C:16]2[C:17]3[NH:24][C:23]([CH3:25])=[C:22]([C:26]([NH:28][C@H:29]4[CH2:33][C@H:32]([CH3:34])[N:31]([C:38](=[O:39])[CH2:37][O:36][CH3:35])[CH2:30]4)=[O:27])[C:18]=3[N:19]=[CH:20][N:21]=2)[CH2:4][CH2:3]1. (2) Given the reactants C([O:5][C:6]([N:8]1[CH2:13][CH2:12][CH2:11][CH:10]([C:14]([OH:16])=O)[CH2:9]1)=[O:7])(C)(C)C.CN1CCCCC1.ClC(OCC)=O.Cl.[CH3:31][NH:32][O:33][CH3:34], predict the reaction product. The product is: [CH3:34][O:33][N:32]([CH3:31])[C:14]([C@H:10]1[CH2:11][CH2:12][CH2:13][N:8]([C:6]([OH:5])=[O:7])[CH2:9]1)=[O:16]. (3) Given the reactants [Cl:1][C:2]1[CH:10]=[CH:9][C:5]([C:6]([OH:8])=O)=[CH:4][C:3]=1[S:11](Cl)(=[O:13])=[O:12].[CH2:15]([NH2:18])[CH2:16][CH3:17].C(N(CC)C(C)C)(C)C.Cl.Cl.[CH3:30][C:31]1[N:35]([CH:36]2[CH2:42][C@H:41]3[N:43]([CH2:44][CH2:45][C:46]4([C:52]5[CH:57]=[CH:56][CH:55]=[CH:54][CH:53]=5)[CH2:51][CH2:50][NH:49][CH2:48][CH2:47]4)[C@H:38]([CH2:39][CH2:40]3)[CH2:37]2)[C:34]2[CH:58]=[CH:59][CH:60]=[CH:61][C:33]=2[N:32]=1.CN(C(ON1N=NC2C=CC=NC1=2)=[N+](C)C)C.F[P-](F)(F)(F)(F)F, predict the reaction product. The product is: [Cl:1][C:2]1[CH:10]=[CH:9][C:5]([C:6]([N:49]2[CH2:48][CH2:47][C:46]([CH2:45][CH2:44][N:43]3[C@H:41]4[CH2:40][CH2:39][C@@H:38]3[CH2:37][CH:36]([N:35]3[C:34]5[CH:58]=[CH:59][CH:60]=[CH:61][C:33]=5[N:32]=[C:31]3[CH3:30])[CH2:42]4)([C:52]3[CH:57]=[CH:56][CH:55]=[CH:54][CH:53]=3)[CH2:51][CH2:50]2)=[O:8])=[CH:4][C:3]=1[S:11]([NH:18][CH2:15][CH2:16][CH3:17])(=[O:13])=[O:12]. (4) Given the reactants Cl[S:2]([C:5]1[CH:6]=[C:7]([CH:11]=[CH:12][CH:13]=1)[C:8]([OH:10])=[O:9])(=[O:4])=[O:3].[CH3:14][NH2:15].N, predict the reaction product. The product is: [CH3:14][NH:15][S:2]([C:5]1[CH:6]=[C:7]([CH:11]=[CH:12][CH:13]=1)[C:8]([OH:10])=[O:9])(=[O:4])=[O:3].